This data is from Forward reaction prediction with 1.9M reactions from USPTO patents (1976-2016). The task is: Predict the product of the given reaction. (1) The product is: [NH2:31][C:28]1[CH:29]=[CH:30][C:25]([C:23]2[C:22]([CH2:34][N:35]([CH3:36])[CH3:37])=[C:7]3[N:6]([CH:24]=2)[N:5]([CH2:4][C:3]2[C:2]([F:1])=[CH:41][CH:40]=[CH:39][C:38]=2[F:42])[C:10](=[O:11])[N:9]([C:12]2[CH:17]=[CH:16][CH:15]=[C:14]([O:18][CH3:19])[C:13]=2[F:20])[C:8]3=[O:21])=[CH:26][CH:27]=1. Given the reactants [F:1][C:2]1[CH:41]=[CH:40][CH:39]=[C:38]([F:42])[C:3]=1[CH2:4][N:5]1[C:10](=[O:11])[N:9]([C:12]2[CH:17]=[CH:16][CH:15]=[C:14]([O:18][CH3:19])[C:13]=2[F:20])[C:8](=[O:21])[C:7]2=[C:22]([CH2:34][N:35]([CH3:37])[CH3:36])[C:23]([C:25]3[CH:30]=[CH:29][C:28]([N+:31]([O-])=O)=[CH:27][CH:26]=3)=[CH:24][N:6]12.[Cl-].[NH4+], predict the reaction product. (2) Given the reactants [NH2:1][OH:2].[CH3:3][C:4]1[N:8]=[C:7]([N:9]([CH2:16][C:17]2[CH:26]=[CH:25][C:20]([C:21](OC)=[O:22])=[C:19]([F:27])[CH:18]=2)[C:10]2S[N:13]=[C:12]([CH3:15])[N:11]=2)[S:6][N:5]=1.C[OH:29], predict the reaction product. The product is: [F:27][C:19]1[CH:18]=[C:17]([CH2:16][N:9]([C:10]2[O:29][N:13]=[C:12]([CH3:15])[N:11]=2)[C:7]2[S:6][N:5]=[C:4]([CH3:3])[N:8]=2)[CH:26]=[CH:25][C:20]=1[C:21]([NH:1][OH:2])=[O:22]. (3) Given the reactants B(F)(F)F.CCOCC.[CH3:10][S:11]([C:14]1[N:19]=[C:18]([CH3:20])[C:17](N)=[CH:16][CH:15]=1)(=[O:13])=[O:12].N(OC(C)(C)C)=O.[C:29]([O:32]C(=O)C)(=[O:31])[CH3:30], predict the reaction product. The product is: [CH3:10][S:11]([C:14]1[N:19]=[C:18]([CH3:20])[C:17]([O:32][C:29](=[O:31])[CH3:30])=[CH:16][CH:15]=1)(=[O:13])=[O:12]. (4) Given the reactants Br[C:2]1[C:10]2[O:9][C:8]([C:11]3[CH:16]=[CH:15][C:14]([OH:17])=[CH:13][CH:12]=3)=[CH:7][C:6]=2[CH:5]=[C:4]([OH:18])[CH:3]=1.[C:19]([NH2:23])(=[O:22])[CH:20]=[CH2:21].P.Cl, predict the reaction product. The product is: [OH:18][C:4]1[CH:3]=[C:2]([CH:21]=[CH:20][C:19]([NH2:23])=[O:22])[C:10]2[O:9][C:8]([C:11]3[CH:16]=[CH:15][C:14]([OH:17])=[CH:13][CH:12]=3)=[CH:7][C:6]=2[CH:5]=1.